This data is from Full USPTO retrosynthesis dataset with 1.9M reactions from patents (1976-2016). The task is: Predict the reactants needed to synthesize the given product. (1) Given the product [CH:25]1([C:2]2[C:11]3[C:10](=[O:12])[NH:9][C:8]([C:13]4[CH:18]=[CH:17][N:16]=[CH:15][CH:14]=4)=[N:7][C:6]=3[CH:5]=[N:4][CH:3]=2)[CH2:27][CH2:26]1, predict the reactants needed to synthesize it. The reactants are: Cl[C:2]1[C:11]2[C:10](=[O:12])[NH:9][C:8]([C:13]3[CH:18]=[CH:17][N:16]=[CH:15][CH:14]=3)=[N:7][C:6]=2[CH:5]=[N:4][CH:3]=1.C(=O)([O-])[O-].[K+].[K+].[CH:25]1(B(O)O)[CH2:27][CH2:26]1. (2) Given the product [Br:14][CH2:2][C:1]([C:4]1[CH:5]=[C:6]([CH:11]=[CH:12][CH:13]=1)[C:7]([O:9][CH3:10])=[O:8])=[O:3], predict the reactants needed to synthesize it. The reactants are: [C:1]([C:4]1[CH:5]=[C:6]([CH:11]=[CH:12][CH:13]=1)[C:7]([O:9][CH3:10])=[O:8])(=[O:3])[CH3:2].[Br:14]Br.C([O-])(O)=O.[Na+].